Dataset: M1 muscarinic receptor antagonist screen with 61,756 compounds. Task: Binary Classification. Given a drug SMILES string, predict its activity (active/inactive) in a high-throughput screening assay against a specified biological target. The drug is S(=O)(=O)(Nc1cc2OCCOc2cc1)c1c(OC)ccc(F)c1. The result is 0 (inactive).